From a dataset of Experimentally validated miRNA-target interactions with 360,000+ pairs, plus equal number of negative samples. Binary Classification. Given a miRNA mature sequence and a target amino acid sequence, predict their likelihood of interaction. (1) The miRNA is mmu-miR-3970 with sequence GAGGUUGUAGUUUGUGCUUU. The protein sequence of the target gene is MPRSCCSRSGALLLALLLQASMEVRGWCLESSQCQDLTTESNLLECIRACKPDLSAETPMFPGNGDEQPLTENPRKYVMGHFRWDRFGRRNSSSSGSSGAGQKREDVSAGEDCGPLPEGGPEPRSDGAKPGPREGKRSYSMEHFRWGKPVGKKRRPVKVYPNGAEDESAEAFPLEFKRELTGQRLREGDGPDGPADDGAGAQADLEHSLLVAAEKKDEGPYRMEHFRWGSPPKDKRYGGFMTSEKSQTPLVTLFKNAIIKNAYKKGE. Result: 0 (no interaction). (2) The miRNA is hsa-miR-6840-5p with sequence ACCCCCGGGCAAAGACCUGCAGAU. The protein sequence of the target gene is MKHLVAAWLLVGLSLGVPQFGKGDICNPNPCENGGICLSGLADDSFSCECPEGFAGPNCSSVVEVASDEEKPTSAGPCIPNPCHNGGTCEISEAYRGDTFIGYVCKCPRGFNGIHCQHNINECEAEPCRNGGICTDLVANYSCECPGEFMGRNCQYKCSGPLGIEGGIISNQQITASSTHRALFGLQKWYPYYARLNKKGLINAWTAAENDRWPWIQINLQRKMRVTGVITQGAKRIGSPEYIKSYKIAYSNDGKTWAMYKVKGTNEEMVFRGNVDNNTPYANSFTPPIKAQYVRLYPQI.... Result: 0 (no interaction). (3) The miRNA is mmu-miR-1958 with sequence UAGGAAAGUGGAAGCAGUAAGU. The protein sequence of the target gene is MEKIEDQFASLHIVRRSSEPKEPTYLLGIDTSKTVQADKGGLVAVLCSNGSIRIYDKETLHLLREFGGSPGLLSGVSFANSCDSVYSASTDGTVKCWDARGASEKPVQLFKGYPSCSFISFDVNCKDHVICAGAEKVDEDALLVFWDARFTSQDLSTRDPLGAYSETHSDDITQVRFHPSNPNLVVSGSTDGLVNVFDLSADKEEDALVATCNSVSSVSCIGWCGKDYKQIYCMTHDEGFCWWDLNHLDTDEPITCLNIQDVREITDVKDGHLDYLIGGLYHEKMDRLFVIGGTNTGKIH.... Result: 0 (no interaction). (4) The miRNA is hsa-miR-1323 with sequence UCAAAACUGAGGGGCAUUUUCU. The protein sequence of the target gene is MNIHRSTPITIARYGRSRNKTQDFEELSSIRSAEPSQSFSPNLGSPSPPETPNLSHCVSCIGKYLLLEPLEGDHVFRAVHLHSGEELVCKVFEISCYQESLAPCFCLSAHSNINQITEILLGETKAYVFFERSYGDMHSFVRTCKKLREEEAARLFYQIASAVAHCHDGGLVLRDLKLRKFIFKDEERTRVKLESLEDAYILRGDDDSLSDKHGCPAYVSPEILNTSGSYSGKAADVWSLGVMLYTMLVGRYPFHDIEPSSLFSKIRRGQFNIPETLSPKAKCLIRSILRREPSERLTSQ.... Result: 0 (no interaction). (5) The miRNA is hsa-miR-4519 with sequence CAGCAGUGCGCAGGGCUG. Result: 0 (no interaction). The protein sequence of the target gene is MAASSSGEKEKERLGGGLGVAGGNSTRERLLSALEDLEVLSRELIEMLAISRNQKLLQAGEENQVLELLIHRDGEFQELMKLALNQGKIHHEMQVLEKEVEKRDSDIQQLQKQLKEAEQILATAVYQAKEKLKSIEKARKGAISSEEIIKYAHRISASNAVCAPLTWVPGDPRRPYPTDLEMRSGLLGQMNNPSTNGVNGHLPGDALAAGRLPDVLAPQYPWQSNDMSMNMLPPNHSSDFLLEPPGHNKENEDDVEIMSTDSSSSSSESD. (6) The miRNA is mmu-let-7b-5p with sequence UGAGGUAGUAGGUUGUGUGGUU. The protein sequence of the target gene is MQRPGPFSTLYGRVLAPLPGRAGGAASGGGGNNWGLSGSHVQLPGRAHSETRGDKGGSSAGGPAPSTMSKAEEAKKLASHTAVENHVKNNQVLGIGSGSTIVHAVQRIAERVKQENLDLICIPTSFQARQLILQYGLTLSDLDQHPEIDLAIDGADEVDAELNLIKGGGGCLTQEKIVAGYASRFIVIADFRKDSKNLGDRWHKGIPIEVIPMAYVPVSRAVAQKFGGEVELRMAVNKAGPVVTDNGNFILDWKFDRVHKWSEVNTAIKMTPGVVDTGLFINMAERVYFGMQDGSVNVRE.... Result: 1 (interaction). (7) The miRNA is rno-miR-210-5p with sequence AGCCACUGCCCACAGCACACUG. The protein sequence of the target gene is MAPPLLLLLLASGAAACPLPCVCQNLSESLSTLCAHRGLLFVPPNVDRRTVELRLADNFIQALGPPDFRNMTGLVDLTLSRNAITRIGARAFGDLESLRSLHLDGNRLVELGTGSLRGPVNLQHLILSGNQLGRIAPGAFDDFLESLEDLDLSYNNLRQVPWAGIGAMPALHTLNLDHNLIDALPPGAFAQLGQLSRLDLTSNRLATLAPDPLFSRGRDAEASPAPLVLSFSGNPLHCNCELLWLRRLARPDDLETCASPPGLAGRYFWAVPEGEFSCEPPLIARHTQRLWVLEGQRATL.... Result: 0 (no interaction).